From a dataset of Reaction yield outcomes from USPTO patents with 853,638 reactions. Predict the reaction yield, written as a fraction of the theoretical maximum amount of product (1.0 means a 100% yield; for example, 0.34 means a 34% yield). (1) The reactants are [H-].[Na+].[NH:3]1[C:11]2[C:6](=[CH:7][C:8]([O:12][C:13]3[CH:18]=[CH:17][N:16]=[C:15]([NH2:19])[N:14]=3)=[CH:9][CH:10]=2)[CH:5]=[CH:4]1.[CH2:20]([NH:22][C:23](=O)[O:24]C1C=CC=CC=1)[CH3:21]. The catalyst is CN(C)C=O. The product is [CH2:20]([NH:22][C:23]([N:3]1[C:11]2[C:6](=[CH:7][C:8]([O:12][C:13]3[CH:18]=[CH:17][N:16]=[C:15]([NH2:19])[N:14]=3)=[CH:9][CH:10]=2)[CH:5]=[CH:4]1)=[O:24])[CH3:21]. The yield is 0.637. (2) The reactants are C1N=CN(C(N2C=NC=C2)=[O:7])C=1.Cl.[NH2:14][C@H:15]1[C:23]2[C:18](=[C:19]([C:24]3[S:25][C:26]([C:29]4[CH:30]=[CH:31][C:32]([O:37][CH:38]([CH3:40])[CH3:39])=[C:33]([CH:36]=4)[C:34]#[N:35])=CN=3)[CH:20]=[CH:21][CH:22]=2)[CH2:17][CH2:16]1.C[CH2:42][N:43]([CH2:46][CH3:47])[CH2:44][CH3:45].[NH:48]1[CH2:52]CCC1. The catalyst is C(Cl)Cl. The product is [C:34]([C:33]1[CH:36]=[C:29]([C:26]2[S:25][C:24]([C:19]3[CH:20]=[CH:21][CH:22]=[C:23]4[C:18]=3[CH2:17][CH2:16][C@H:15]4[NH:14][C:42]([N:43]3[CH2:46][CH2:47][CH2:45][CH2:44]3)=[O:7])=[CH:52][N:48]=2)[CH:30]=[CH:31][C:32]=1[O:37][CH:38]([CH3:39])[CH3:40])#[N:35]. The yield is 0.780. (3) The reactants are [CH2:1]([O:3][C:4](=[O:15])[CH2:5][CH2:6][C:7]1[CH:12]=[CH:11][C:10]([OH:13])=[CH:9][C:8]=1[F:14])[CH3:2].C(=O)([O-])[O-].[K+].[K+].Br[CH2:23][C:24]1[S:28][C:27]([CH2:29][O:30][Si:31]([C:34]([CH3:37])([CH3:36])[CH3:35])([CH3:33])[CH3:32])=[C:26]([O:38][CH3:39])[CH:25]=1. The catalyst is C(#N)C. The product is [Si:31]([O:30][CH2:29][C:27]1[S:28][C:24]([CH2:23][O:13][C:10]2[CH:11]=[CH:12][C:7]([CH2:6][CH2:5][C:4]([O:3][CH2:1][CH3:2])=[O:15])=[C:8]([F:14])[CH:9]=2)=[CH:25][C:26]=1[O:38][CH3:39])([C:34]([CH3:37])([CH3:36])[CH3:35])([CH3:32])[CH3:33]. The yield is 0.210. (4) The reactants are [CH3:1][C:2]1[CH:7]=[C:6]([CH3:8])[N:5]=[C:4]([N:9]2[CH2:13][CH2:12][CH2:11][CH2:10]2)[N:3]=1.[Br:14]N1C(=O)CCC1=O. The catalyst is C(Cl)(Cl)Cl.[OH-].[Na+]. The product is [Br:14][C:7]1[C:6]([CH3:8])=[N:5][C:4]([N:9]2[CH2:13][CH2:12][CH2:11][CH2:10]2)=[N:3][C:2]=1[CH3:1]. The yield is 0.940. (5) The reactants are Br[C:2]1[N:3]=[C:4]([C:9]2[O:10][C:11]([C:14]3[CH:19]=[CH:18][C:17]([CH2:20][NH:21][CH3:22])=[CH:16][CH:15]=3)=[N:12][N:13]=2)[C:5]([NH2:8])=[N:6][CH:7]=1.[CH2:23]([S:25]([C:28]1[CH:33]=[CH:32][C:31](B(O)O)=[CH:30][CH:29]=1)(=[O:27])=[O:26])[CH3:24].C([O-])([O-])=O.[Na+].[Na+].C1(P(C2C=CC=CC=2)C2C=CC=CC=2)C=CC=CC=1. The catalyst is CS(C)=O.[Pd].O1CCOCC1. The product is [CH2:23]([S:25]([C:28]1[CH:33]=[CH:32][C:31]([C:2]2[N:3]=[C:4]([C:9]3[O:10][C:11]([C:14]4[CH:19]=[CH:18][C:17]([CH2:20][NH:21][CH3:22])=[CH:16][CH:15]=4)=[N:12][N:13]=3)[C:5]([NH2:8])=[N:6][CH:7]=2)=[CH:30][CH:29]=1)(=[O:26])=[O:27])[CH3:24]. The yield is 0.650. (6) The reactants are [C:1]([O-:4])(=[O:3])[CH3:2].C(N[CH:9]1[CH2:14]C[NH2+:12][CH2:11][CH2:10]1)(=O)C.FC1C=CC=CC=1[N+]([O-])=[O:23].C(N(CC)CC)C. The catalyst is CN(C=O)C. The product is [C:11]([C:10]1[O:23][C:2]([C:1]([OH:4])=[O:3])=[CH:14][CH:9]=1)#[N:12]. The yield is 0.0500. (7) The reactants are [C:1]([N:4]1[C:13]2[C:8](=[CH:9][C:10]([Br:14])=[CH:11][CH:12]=2)[C@H:7]([NH:15]C(=O)OCC2C=CC=CC=2)[C@@H:6]([CH3:26])[C@@H:5]1[CH:27]1[CH2:29][CH2:28]1)(=[O:3])[CH3:2].[OH-].[K+].O.C(O)C. The catalyst is C(Cl)Cl. The product is [NH2:15][C@H:7]1[C:8]2[C:13](=[CH:12][CH:11]=[C:10]([Br:14])[CH:9]=2)[N:4]([C:1](=[O:3])[CH3:2])[C@@H:5]([CH:27]2[CH2:29][CH2:28]2)[C@@H:6]1[CH3:26]. The yield is 0.720. (8) The reactants are CC([N:5]([C@H:9]([CH3:13])[CH2:10][C:11]#[N:12])[C:6](=[O:8])[O-:7])(C)C.CS(OC[C@H](NC(O[C:26]([CH3:29])([CH3:28])[CH3:27])=O)C)(=O)=O.[C-]#N.[Na+].O. The catalyst is CS(C)=O. The product is [C:11]([CH2:10][C@H:9]([NH:5][C:6](=[O:8])[O:7][C:26]([CH3:29])([CH3:28])[CH3:27])[CH3:13])#[N:12]. The yield is 0.730. (9) The yield is 0.410. The reactants are [Cl-].O[NH3+:3].[C:4](=[O:7])([O-:6])O.[Na+].CS(C)=O.[O:13]=[C:14]1[C:19]([CH2:20][C:21]2[CH:26]=[CH:25][C:24]([C:27]3[C:28]([C:33]#[N:34])=[CH:29][CH:30]=[CH:31][CH:32]=3)=[CH:23][CH:22]=2)=[C:18]([CH2:35][CH2:36][CH3:37])[N:17]2[N:38]=[CH:39][N:40]=[C:16]2[N:15]1[CH:41]1[CH2:54][CH2:53][C:44]2([O:48][C:47]([CH3:50])([CH3:49])[C:46]([CH3:52])([CH3:51])[O:45]2)[CH2:43][CH2:42]1. The product is [O:7]=[C:4]1[O:6][N:3]=[C:33]([C:28]2[CH:29]=[CH:30][CH:31]=[CH:32][C:27]=2[C:24]2[CH:23]=[CH:22][C:21]([CH2:20][C:19]3[C:14](=[O:13])[N:15]([CH:41]4[CH2:54][CH2:53][C:44]5([O:48][C:47]([CH3:50])([CH3:49])[C:46]([CH3:52])([CH3:51])[O:45]5)[CH2:43][CH2:42]4)[C:16]4[N:17]([N:38]=[CH:39][N:40]=4)[C:18]=3[CH2:35][CH2:36][CH3:37])=[CH:26][CH:25]=2)[NH:34]1. The catalyst is C(OCC)(=O)C. (10) The reactants are [CH3:1][N:2]([C:10]1[CH:18]=[C:17]2[C:13]([C:14]([CH:27]=[CH:28][C:29]3[CH:34]=[CH:33][CH:32]=[CH:31][CH:30]=3)=[N:15][N:16]2COCC[Si](C)(C)C)=[CH:12][CH:11]=1)[C:3]1[CH:8]=[CH:7][CH:6]=[C:5]([NH2:9])[CH:4]=1.N1C=CC=CC=1.[CH3:41][C:42](OC(C)=O)=[O:43].C([O-])([O-])=O.[K+].[K+]. The catalyst is C(Cl)Cl.CN(C1C=CN=CC=1)C.CCOC(C)=O.C(Cl)Cl.CCOC(C)=O. The product is [CH3:1][N:2]([C:10]1[CH:18]=[C:17]2[C:13]([C:14]([CH:27]=[CH:28][C:29]3[CH:30]=[CH:31][CH:32]=[CH:33][CH:34]=3)=[N:15][NH:16]2)=[CH:12][CH:11]=1)[C:3]1[CH:4]=[C:5]([NH:9][C:42](=[O:43])[CH3:41])[CH:6]=[CH:7][CH:8]=1. The yield is 0.220.